Dataset: Reaction yield outcomes from USPTO patents with 853,638 reactions. Task: Predict the reaction yield, written as a fraction of the theoretical maximum amount of product (1.0 means a 100% yield; for example, 0.34 means a 34% yield). (1) The reactants are [OH:1][CH2:2][C@H:3]1[CH2:7][CH2:6][C:5](=[O:8])[N:4]1[C:9]1[CH:14]=[CH:13][C:12](/[CH:15]=[CH:16]/[S:17]([N:20]2[CH2:40][CH2:39][C:23]3([N:27]=[C:26]([C:28]4[CH:33]=[CH:32][CH:31]=[C:30]([C:34]([F:37])([F:36])[F:35])[CH:29]=4)[NH:25][C:24]3=[O:38])[CH2:22][CH2:21]2)(=[O:19])=[O:18])=[C:11]([CH3:41])[CH:10]=1.[H][H]. The catalyst is CCO.CN(C=O)C.[Pd]. The product is [OH:1][CH2:2][C@H:3]1[CH2:7][CH2:6][C:5](=[O:8])[N:4]1[C:9]1[CH:14]=[CH:13][C:12]([CH2:15][CH2:16][S:17]([N:20]2[CH2:21][CH2:22][C:23]3([N:27]=[C:26]([C:28]4[CH:33]=[CH:32][CH:31]=[C:30]([C:34]([F:36])([F:35])[F:37])[CH:29]=4)[NH:25][C:24]3=[O:38])[CH2:39][CH2:40]2)(=[O:19])=[O:18])=[C:11]([CH3:41])[CH:10]=1. The yield is 0.450. (2) The reactants are [Cl:1][C:2]1[C:3]([N:8]2[C:12](O)([C:13]([O:15][CH2:16][CH3:17])=[O:14])[CH2:11][C:10]([C:19]([F:22])([F:21])[F:20])=[N:9]2)=[N:4][CH:5]=[CH:6][CH:7]=1. The catalyst is S(=O)(=O)(O)O.C(O)(=O)C. The product is [Cl:1][C:2]1[C:3]([N:8]2[C:12]([C:13]([O:15][CH2:16][CH3:17])=[O:14])=[CH:11][C:10]([C:19]([F:22])([F:20])[F:21])=[N:9]2)=[N:4][CH:5]=[CH:6][CH:7]=1. The yield is 0.770. (3) The reactants are [CH3:1][O:2][C:3]1[CH:4]=[C:5]2[C:10](=[CH:11][C:12]=1[O:13][CH3:14])[N:9]=[CH:8][CH:7]=[C:6]2[O:15][C:16]1[CH:22]=[CH:21][C:19]([NH2:20])=[C:18]([CH3:23])[C:17]=1[CH3:24].C(N(CC)CC)C.[C:32](Cl)(Cl)=[S:33].[CH:36]1([NH:42][NH2:43])[CH2:41][CH2:40][CH2:39][CH2:38][CH2:37]1. The catalyst is CN(C)C=O.C(OCC)(=O)C. The product is [CH3:1][O:2][C:3]1[CH:4]=[C:5]2[C:10](=[CH:11][C:12]=1[O:13][CH3:14])[N:9]=[CH:8][CH:7]=[C:6]2[O:15][C:16]1[CH:22]=[CH:21][C:19]([NH:20][C:32]([NH:43][NH:42][CH:36]2[CH2:41][CH2:40][CH2:39][CH2:38][CH2:37]2)=[S:33])=[C:18]([CH3:23])[C:17]=1[CH3:24]. The yield is 0.100. (4) The reactants are [Cl:1][C:2]1[C:6]([N+:7]([O-])=O)=[CH:5][N:4]([C:10]2[CH:11]=[N:12][CH:13]=[CH:14][CH:15]=2)[N:3]=1.C(O)C.O.[Cl-].[NH4+]. The catalyst is [Fe].C(OCC)(=O)C. The product is [Cl:1][C:2]1[C:6]([NH2:7])=[CH:5][N:4]([C:10]2[CH:11]=[N:12][CH:13]=[CH:14][CH:15]=2)[N:3]=1. The yield is 0.990. (5) The reactants are Br.[N:2]1[CH:7]=[CH:6][CH:5]=[C:4]([O:8][C:9]2[CH:14]=[CH:13][C:12]([C:15]3[O:19][C:18]([NH2:20])=[N:17][N:16]=3)=[CH:11][CH:10]=2)[CH:3]=1.[F:21][C:22]([F:34])([F:33])[O:23][C:24]1[CH:32]=[CH:31][CH:30]=[CH:29][C:25]=1[C:26](Cl)=[O:27]. The catalyst is N1C=CC=CC=1.CO. The product is [N:2]1[CH:7]=[CH:6][CH:5]=[C:4]([O:8][C:9]2[CH:10]=[CH:11][C:12]([C:15]3[O:19][C:18]([NH:20][C:26](=[O:27])[C:25]4[CH:29]=[CH:30][CH:31]=[CH:32][C:24]=4[O:23][C:22]([F:21])([F:33])[F:34])=[N:17][N:16]=3)=[CH:13][CH:14]=2)[CH:3]=1. The yield is 0.0910. (6) The catalyst is ClCCCl.CO. The yield is 0.800. The reactants are [CH:1]([C@H:14]1[O:19][CH2:18][C@@H:17]([NH2:20])[CH2:16][CH2:15]1)([C:8]1[CH:13]=[CH:12][CH:11]=[CH:10][CH:9]=1)[C:2]1[CH:7]=[CH:6][CH:5]=[CH:4][CH:3]=1.[Br:21][C:22]1[CH:29]=[CH:28][C:25]([CH:26]=O)=[CH:24][CH:23]=1.C(O)(=O)C.[BH3-]C#N.[Na+]. The product is [CH:1]([C@H:14]1[O:19][CH2:18][C@@H:17]([NH:20][CH2:26][C:25]2[CH:28]=[CH:29][C:22]([Br:21])=[CH:23][CH:24]=2)[CH2:16][CH2:15]1)([C:8]1[CH:13]=[CH:12][CH:11]=[CH:10][CH:9]=1)[C:2]1[CH:3]=[CH:4][CH:5]=[CH:6][CH:7]=1. (7) The reactants are [CH2:1]([P:3]([CH2:10][CH2:11][CH2:12][OH:13])(=[O:9])[O:4][CH2:5][CH2:6]CC)[CH3:2].C(O)C[OH:16]. The catalyst is C([O-])(C([O-])=O)=O.C([O-])(C([O-])=O)=O.O=[Ti+2].[K+].[K+]. The product is [CH2:1]([P:3]([CH2:10][CH2:11][CH2:12][OH:13])(=[O:9])[O:4][CH2:5][CH2:6][OH:16])[CH3:2]. The yield is 0.980. (8) The reactants are [CH3:1][O:2][C:3]1[CH:16]=[C:15]([O:17][CH3:18])[CH:14]=[CH:13][C:4]=1[CH2:5][NH:6][C:7]1[CH:12]=[CH:11][N:10]=[CH:9][N:8]=1.[F:19][C:20]1[CH:25]=[C:24]([F:26])[CH:23]=[CH:22][C:21]=1[S:27](Cl)(=[O:29])=[O:28].N12CCN(CC1)CC2. The catalyst is C(#N)C. The product is [CH3:1][O:2][C:3]1[CH:16]=[C:15]([O:17][CH3:18])[CH:14]=[CH:13][C:4]=1[CH2:5][N:6]([C:7]1[CH:12]=[CH:11][N:10]=[CH:9][N:8]=1)[S:27]([C:21]1[CH:22]=[CH:23][C:24]([F:26])=[CH:25][C:20]=1[F:19])(=[O:29])=[O:28]. The yield is 0.590.